The task is: Predict the reaction yield, written as a fraction of the theoretical maximum amount of product (1.0 means a 100% yield; for example, 0.34 means a 34% yield).. This data is from Reaction yield outcomes from USPTO patents with 853,638 reactions. (1) The reactants are [Cl:1][C:2]1[N:7]=[C:6]([NH:8][C:9]2[CH:17]=[CH:16][CH:15]=[CH:14][C:10]=2[C:11]([OH:13])=[O:12])[C:5]([N+:18]([O-:20])=[O:19])=[CH:4][N:3]=1.[CH3:21][O:22][C:23]1[CH:24]=[C:25]([CH:27]=[C:28]([O:32][CH3:33])[C:29]=1[O:30][CH3:31])[NH2:26].Cl.C(OCC)C. The catalyst is CC(O)C. The product is [ClH:1].[N+:18]([C:5]1[C:6]([NH:8][C:9]2[CH:17]=[CH:16][CH:15]=[CH:14][C:10]=2[C:11]([OH:13])=[O:12])=[N:7][C:2]([NH:26][C:25]2[CH:27]=[C:28]([O:32][CH3:33])[C:29]([O:30][CH3:31])=[C:23]([O:22][CH3:21])[CH:24]=2)=[N:3][CH:4]=1)([O-:20])=[O:19]. The yield is 0.630. (2) The product is [CH3:3][O:4][C:5]([C:7]1([C:10]2[CH:11]=[C:12]3[C:17](=[CH:18][CH:19]=2)[O:16][CH2:15][CH2:14][CH2:13]3)[CH2:8][CH2:9]1)=[O:6]. The catalyst is FC(F)(F)C(O)=O. The yield is 0.920. The reactants are [BH4-].[Na+].[CH3:3][O:4][C:5]([C:7]1([C:10]2[CH:11]=[C:12]3[C:17](=[CH:18][CH:19]=2)[O:16][CH2:15][CH2:14][C:13]3=O)[CH2:9][CH2:8]1)=[O:6]. (3) The reactants are [CH2:1]([NH:4][C@@H:5]([C:12]1[CH:17]=[CH:16][CH:15]=[CH:14][CH:13]=1)[CH2:6][N:7]1[CH2:11][CH2:10][CH2:9][CH2:8]1)[CH:2]=[CH2:3].[N:18]1([S:23]([C:26]2[CH:27]=[C:28]([CH:32]([CH2:36][CH:37]=[CH2:38])[C:33](O)=[O:34])[CH:29]=[CH:30][CH:31]=2)(=[O:25])=[O:24])[CH2:22][CH2:21][CH2:20][CH2:19]1.[I-].ClC1C=CC=C[N+]=1C.C(N(CC)CC)C. The catalyst is ClCCl.C(OCC)(=O)C.O. The product is [CH2:1]([N:4]([C@@H:5]([C:12]1[CH:17]=[CH:16][CH:15]=[CH:14][CH:13]=1)[CH2:6][N:7]1[CH2:11][CH2:10][CH2:9][CH2:8]1)[C:33](=[O:34])[CH:32]([C:28]1[CH:29]=[CH:30][CH:31]=[C:26]([S:23]([N:18]2[CH2:22][CH2:21][CH2:20][CH2:19]2)(=[O:25])=[O:24])[CH:27]=1)[CH2:36][CH:37]=[CH2:38])[CH:2]=[CH2:3]. The yield is 0.929. (4) The reactants are Cl.O1CCOCC1.OC(C(F)(F)F)=O.[CH3:15][O:16][C:17]1[CH:47]=[CH:46][C:20]([O:21][CH2:22][C:23]([N:25]2[CH2:30][CH2:29][N:28](C(OC(C)(C)C)=O)[CH2:27][CH:26]2[CH2:38][O:39][C:40]2[CH:41]=[N:42][CH:43]=[CH:44][CH:45]=2)=[O:24])=[CH:19][CH:18]=1. No catalyst specified. The product is [CH3:15][O:16][C:17]1[CH:18]=[CH:19][C:20]([O:21][CH2:22][C:23]([N:25]2[CH2:30][CH2:29][NH:28][CH2:27][CH:26]2[CH2:38][O:39][C:40]2[CH:41]=[N:42][CH:43]=[CH:44][CH:45]=2)=[O:24])=[CH:46][CH:47]=1. The yield is 0.190. (5) The reactants are [CH3:1][O:2][C:3]1[CH:4]=[C:5]([C:11]2[CH:31]=[N:30][C:14]3[N:15]=[C:16]([NH:19][C:20]4[C:25]([N+:26]([O-])=O)=[CH:24][CH:23]=[CH:22][C:21]=4[CH3:29])[N:17]=[CH:18][C:13]=3[CH:12]=2)[CH:6]=[C:7]([O:9][CH3:10])[CH:8]=1.[Cl-].[NH4+]. The catalyst is C(O)C.O.[Fe]. The product is [CH3:1][O:2][C:3]1[CH:4]=[C:5]([C:11]2[CH:31]=[N:30][C:14]3[N:15]=[C:16]([NH:19][C:20]4[C:25]([NH2:26])=[CH:24][CH:23]=[CH:22][C:21]=4[CH3:29])[N:17]=[CH:18][C:13]=3[CH:12]=2)[CH:6]=[C:7]([O:9][CH3:10])[CH:8]=1. The yield is 0.320. (6) The reactants are [NH2:1][C:2]1[C:11]2[C:6](=[C:7](Br)[CH:8]=[CH:9][CH:10]=2)[N:5]=[N:4][C:3]=1[C:13]([NH:15][CH2:16][CH2:17][CH3:18])=[O:14].[CH3:19][O:20][C:21]1[CH:22]=[N:23][CH:24]=[C:25](B2OC(C)(C)C(C)(C)O2)[CH:26]=1. No catalyst specified. The product is [NH2:1][C:2]1[C:11]2[C:6](=[C:7]([C:25]3[CH:24]=[N:23][CH:22]=[C:21]([O:20][CH3:19])[CH:26]=3)[CH:8]=[CH:9][CH:10]=2)[N:5]=[N:4][C:3]=1[C:13]([NH:15][CH2:16][CH2:17][CH3:18])=[O:14]. The yield is 0.770. (7) The reactants are [H-].[Al+3].[Li+].[H-].[H-].[H-].C([O:9][C:10](=O)[C:11]([CH3:35])([CH3:34])[CH2:12][CH2:13][CH2:14][CH2:15][CH2:16][CH2:17][C:18](=[O:33])[CH2:19][CH2:20][CH2:21][CH2:22][CH2:23][CH2:24][C:25]([CH3:32])([CH3:31])[C:26](OCC)=[O:27])C.C(OCC)(=O)C.S(=O)(=O)(O)O. The catalyst is C(OC)(C)(C)C.O. The product is [CH3:34][C:11]([CH3:35])([CH2:12][CH2:13][CH2:14][CH2:15][CH2:16][CH2:17][CH:18]([OH:33])[CH2:19][CH2:20][CH2:21][CH2:22][CH2:23][CH2:24][C:25]([CH3:32])([CH3:31])[CH2:26][OH:27])[CH2:10][OH:9]. The yield is 0.650.